This data is from Reaction yield outcomes from USPTO patents with 853,638 reactions. The task is: Predict the reaction yield, written as a fraction of the theoretical maximum amount of product (1.0 means a 100% yield; for example, 0.34 means a 34% yield). (1) The reactants are [CH:1]1([C:4]2[CH:13]=[CH:12][CH:11]=[C:10]([F:14])[C:5]=2[C:6](OC)=[O:7])[CH2:3][CH2:2]1.[H-].[Al+3].[Li+].[H-].[H-].[H-].O. The catalyst is O1CCCC1. The product is [CH:1]1([C:4]2[CH:13]=[CH:12][CH:11]=[C:10]([F:14])[C:5]=2[CH2:6][OH:7])[CH2:3][CH2:2]1. The yield is 0.840. (2) The reactants are [OH:1][C:2]1[CH:3]=[C:4]([C:18]([OH:20])=O)[C:5]2[O:9][C:8]([C:10]3[CH:15]=[CH:14][C:13]([OH:16])=[CH:12][CH:11]=3)=[CH:7][C:6]=2[CH:17]=1.Cl.[CH3:22][NH:23][O:24][CH3:25].CCN=C=NCCCN(C)C.Cl.Cl. The catalyst is CN(C1C=CN=CC=1)C.CN(C=O)C. The product is [CH3:25][O:24][N:23]([CH3:22])[C:18]([C:4]1[C:5]2[O:9][C:8]([C:10]3[CH:15]=[CH:14][C:13]([OH:16])=[CH:12][CH:11]=3)=[CH:7][C:6]=2[CH:17]=[C:2]([OH:1])[CH:3]=1)=[O:20]. The yield is 0.550. (3) The reactants are CC([O:4][C:5]([C:7]([O:10][C:11]1[CH:12]=[CH:13][C:14]([C:17]([C:19]2[CH:20]=[CH:21][C:22]([Cl:25])=[CH:23][CH:24]=2)=[O:18])=[CH:15][CH:16]=1)([CH3:9])[CH3:8])=[O:6])C.[OH-].[Na+].Cl. The catalyst is C(O)(C)C.O. The product is [CH3:9][C:7]([O:10][C:11]1[CH:12]=[CH:13][C:14]([C:17]([C:19]2[CH:24]=[CH:23][C:22]([Cl:25])=[CH:21][CH:20]=2)=[O:18])=[CH:15][CH:16]=1)([C:5]([OH:6])=[O:4])[CH3:8]. The yield is 0.972. (4) The yield is 0.890. The catalyst is C(O)C. The product is [F:1][C:2]1[CH:20]=[C:19]([F:21])[CH:18]=[CH:17][C:3]=1[C:4]([NH:6][C:7]1[CH:12]=[CH:11][C:10]([F:13])=[C:9]([NH2:14])[CH:8]=1)=[O:5]. The reactants are [F:1][C:2]1[CH:20]=[C:19]([F:21])[CH:18]=[CH:17][C:3]=1[C:4]([NH:6][C:7]1[CH:12]=[CH:11][C:10]([F:13])=[C:9]([N+:14]([O-])=O)[CH:8]=1)=[O:5].O.O.Cl[Sn]Cl.Cl. (5) The reactants are [CH:1]1([C:7]2[C:15]3[C:14](=[O:16])[NH:13][C:12]([C:17]4[CH:22]=[CH:21][C:20]([S:23](Cl)(=[O:25])=[O:24])=[CH:19][CH:18]=4)=[N:11][C:10]=3[N:9]([CH3:27])[N:8]=2)[CH2:6][CH2:5][CH2:4][CH2:3][CH2:2]1.[OH:28][CH:29]1[CH2:34][CH2:33][NH:32][CH2:31][CH2:30]1. No catalyst specified. The product is [CH:1]1([C:7]2[C:15]3[C:14](=[O:16])[NH:13][C:12]([C:17]4[CH:22]=[CH:21][C:20]([S:23]([N:32]5[CH2:33][CH2:34][CH:29]([OH:28])[CH2:30][CH2:31]5)(=[O:25])=[O:24])=[CH:19][CH:18]=4)=[N:11][C:10]=3[N:9]([CH3:27])[N:8]=2)[CH2:6][CH2:5][CH2:4][CH2:3][CH2:2]1. The yield is 0.620. (6) The reactants are [CH3:1][N:2]1[C:6]2[CH:7]=[CH:8][CH:9]=[CH:10][C:5]=2[N:4]=[C:3]1[NH2:11].[C:12](N1C=CN=C1)([N:14]1[CH:18]=[CH:17][N:16]=[CH:15]1)=[S:13]. The yield is 0.715. The product is [CH3:1][N:2]1[C:6]2[CH:7]=[CH:8][CH:9]=[CH:10][C:5]=2[N:4]=[C:3]1[NH:11][C:12]([N:14]1[CH:18]=[CH:17][N:16]=[CH:15]1)=[S:13]. The catalyst is C(#N)C. (7) The reactants are [F:1][C:2]1[CH:3]=[C:4]([NH:18][C:19](=[O:25])[C:20]([O:22]CC)=O)[CH:5]=[CH:6][C:7]=1[O:8][C:9]1[CH:14]=[CH:13][N:12]=[C:11]2[CH:15]=[CH:16][S:17][C:10]=12.[NH:26]1[CH2:30][CH2:29][CH2:28][CH2:27]1. No catalyst specified. The product is [F:1][C:2]1[CH:3]=[C:4]([NH:18][C:19](=[O:25])[C:20](=[O:22])[N:26]2[CH2:30][CH2:29][CH2:28][CH2:27]2)[CH:5]=[CH:6][C:7]=1[O:8][C:9]1[CH:14]=[CH:13][N:12]=[C:11]2[CH:15]=[CH:16][S:17][C:10]=12. The yield is 0.860. (8) The reactants are [CH3:1][C:2]1[C:7]([NH2:8])=[CH:6][CH:5]=[C:4]([CH3:9])[N:3]=1.C([O:12][CH:13]=[C:14]([C:20](OCC)=O)[C:15]([O:17][CH2:18][CH3:19])=[O:16])C. The catalyst is C1(C)C(C)=CC=CC=1. The product is [OH:12][C:13]1[C:6]2[C:7](=[C:2]([CH3:1])[N:3]=[C:4]([CH3:9])[CH:5]=2)[N:8]=[CH:20][C:14]=1[C:15]([O:17][CH2:18][CH3:19])=[O:16]. The yield is 0.300. (9) The reactants are [C:1]([O:4][CH2:5][C:6]([CH3:36])([CH3:35])[CH2:7][N:8]1[C:14]2[CH:15]=[CH:16][C:17]([Cl:19])=[CH:18][C:13]=2[C@@H:12]([C:20]2[CH:25]=[CH:24][CH:23]=[C:22]([O:26][CH3:27])[C:21]=2[O:28][CH3:29])[O:11][C@H:10]([CH2:30][C:31](O)=[O:32])[C:9]1=[O:34])(=[O:3])[CH3:2].C(N(CC)CC)C.ClC(OCC(C)C)=O.Cl.[NH2:53][C:54]1[S:55][C:56]([CH2:59][CH2:60][C:61]([O:63][CH2:64][CH3:65])=[O:62])=[CH:57][N:58]=1.N1C=CC=CC=1. The catalyst is CN(C)C=O.O. The product is [C:1]([O:4][CH2:5][C:6]([CH3:36])([CH3:35])[CH2:7][N:8]1[C:14]2[CH:15]=[CH:16][C:17]([Cl:19])=[CH:18][C:13]=2[C@@H:12]([C:20]2[CH:25]=[CH:24][CH:23]=[C:22]([O:26][CH3:27])[C:21]=2[O:28][CH3:29])[O:11][C@H:10]([CH2:30][C:31]([NH:53][C:54]2[S:55][C:56]([CH2:59][CH2:60][C:61]([O:63][CH2:64][CH3:65])=[O:62])=[CH:57][N:58]=2)=[O:32])[C:9]1=[O:34])(=[O:3])[CH3:2]. The yield is 0.815. (10) The reactants are [CH2:1]([N:8]1[C:14](=O)[CH2:13][CH2:12][N:11]([C:16]([O:18][C:19]([CH3:22])([CH3:21])[CH3:20])=[O:17])[CH2:10][CH2:9]1)[C:2]1[CH:7]=[CH:6][CH:5]=[CH:4][CH:3]=1.[CH2:23]([Mg]Cl)[CH3:24].[Cl-].[NH4+]. The catalyst is C1COCC1.CC(C)[O-].[Ti+4].CC(C)[O-].CC(C)[O-].CC(C)[O-]. The product is [CH2:1]([N:8]1[C:14]2([CH2:24][CH2:23]2)[CH2:13][CH2:12][N:11]([C:16]([O:18][C:19]([CH3:22])([CH3:21])[CH3:20])=[O:17])[CH2:10][CH2:9]1)[C:2]1[CH:7]=[CH:6][CH:5]=[CH:4][CH:3]=1. The yield is 0.640.